Dataset: Reaction yield outcomes from USPTO patents with 853,638 reactions. Task: Predict the reaction yield, written as a fraction of the theoretical maximum amount of product (1.0 means a 100% yield; for example, 0.34 means a 34% yield). The reactants are CCN(CC)CC.[C:8]1([CH3:18])[CH:13]=[CH:12][C:11]([S:14](Cl)(=[O:16])=[O:15])=[CH:10][CH:9]=1.[C:19]([O:23][C:24]([N:26]1[CH2:29][CH2:28][C@H:27]1[CH2:30][O:31][C:32]1[CH:33]=[C:34]([C@@H:38]2[CH2:40][C@H:39]2[CH2:41][CH2:42][OH:43])[CH:35]=[N:36][CH:37]=1)=[O:25])([CH3:22])([CH3:21])[CH3:20]. The catalyst is CN(C)C1C=CN=CC=1.C(Cl)Cl. The product is [C:8]1([CH3:18])[CH:13]=[CH:12][C:11]([S:14]([O:43][CH2:42][CH2:41][C@@H:39]2[CH2:40][C@H:38]2[C:34]2[CH:35]=[N:36][CH:37]=[C:32]([O:31][CH2:30][C@@H:27]3[CH2:28][CH2:29][N:26]3[C:24]([O:23][C:19]([CH3:22])([CH3:21])[CH3:20])=[O:25])[CH:33]=2)(=[O:16])=[O:15])=[CH:10][CH:9]=1. The yield is 0.820.